The task is: Predict the product of the given reaction.. This data is from Forward reaction prediction with 1.9M reactions from USPTO patents (1976-2016). (1) Given the reactants C(OC([N:8]1[CH2:13][CH2:12][CH2:11][CH2:10][CH:9]1[CH2:14][C:15]1[O:16][C:17]([C:20]2[CH:25]=[CH:24][CH:23]=[CH:22][CH:21]=2)=[N:18][N:19]=1)=O)(C)(C)C.FC(F)(F)C(O)=O.C(=O)([O-])[O-].[K+].[K+], predict the reaction product. The product is: [C:20]1([C:17]2[O:16][C:15]([CH2:14][CH:9]3[CH2:10][CH2:11][CH2:12][CH2:13][NH:8]3)=[N:19][N:18]=2)[CH:21]=[CH:22][CH:23]=[CH:24][CH:25]=1. (2) Given the reactants Cl[CH2:2][C:3]1[CH:4]=[C:5]([CH:39]=[CH:40][CH:41]=1)[C:6]([NH:8][C:9]1[S:10][C:11]2[CH2:38][CH2:37][CH2:36][CH2:35][C:12]=2[C:13]=1[C:14]([NH:16][C:17]1[CH:22]=[CH:21][C:20]([CH2:23][CH2:24][C:25]2[CH:34]=[CH:33][C:28]([C:29]([O:31]C)=[O:30])=[CH:27][CH:26]=2)=[CH:19][CH:18]=1)=[O:15])=[O:7].[CH2:42]([CH:44]([NH:47][CH2:48][C:49]([O:51]C)=[O:50])[CH2:45][CH3:46])[CH3:43], predict the reaction product. The product is: [C:49]([CH2:48][N:47]([CH2:2][C:3]1[CH:4]=[C:5]([CH:39]=[CH:40][CH:41]=1)[C:6]([NH:8][C:9]1[S:10][C:11]2[CH2:38][CH2:37][CH2:36][CH2:35][C:12]=2[C:13]=1[C:14]([NH:16][C:17]1[CH:18]=[CH:19][C:20]([CH2:23][CH2:24][C:25]2[CH:34]=[CH:33][C:28]([C:29]([OH:31])=[O:30])=[CH:27][CH:26]=2)=[CH:21][CH:22]=1)=[O:15])=[O:7])[CH:44]([CH2:45][CH3:46])[CH2:42][CH3:43])([OH:51])=[O:50].